Dataset: Peptide-MHC class II binding affinity with 134,281 pairs from IEDB. Task: Regression. Given a peptide amino acid sequence and an MHC pseudo amino acid sequence, predict their binding affinity value. This is MHC class II binding data. (1) The peptide sequence is ATFEAMYLGTCKTLT. The MHC is DRB1_0101 with pseudo-sequence DRB1_0101. The binding affinity (normalized) is 0.594. (2) The peptide sequence is IARLPQVASYVYRRI. The MHC is DRB1_0901 with pseudo-sequence DRB1_0901. The binding affinity (normalized) is 0.586. (3) The peptide sequence is KNPTDTGHGTVVMQV. The MHC is DRB3_0202 with pseudo-sequence DRB3_0202. The binding affinity (normalized) is 0.